From a dataset of Reaction yield outcomes from USPTO patents with 853,638 reactions. Predict the reaction yield, written as a fraction of the theoretical maximum amount of product (1.0 means a 100% yield; for example, 0.34 means a 34% yield). The reactants are [Cl:1][C:2]1[N:3]([C@@H:15]2[O:21][C@H:20]([CH2:22][OH:23])[C@@H:18]([OH:19])[C@H:16]2[OH:17])[C:4]2[C:9]([C:10]=1[CH:11]=O)=[CH:8][C:7]([Cl:13])=[C:6]([Cl:14])[CH:5]=2.[CH3:24][C:25]([NH:27][NH2:28])=[O:26].O. The catalyst is CO. The product is [Cl:1][CH:2]1[C:10](=[C:11]=[N:28][NH:27][C:25](=[O:26])[CH3:24])[C:9]2[C:4](=[CH:5][C:6]([Cl:14])=[C:7]([Cl:13])[CH:8]=2)[N:3]1[C@@H:15]1[O:21][C@H:20]([CH2:22][OH:23])[C@@H:18]([OH:19])[C@H:16]1[OH:17]. The yield is 0.560.